From a dataset of Forward reaction prediction with 1.9M reactions from USPTO patents (1976-2016). Predict the product of the given reaction. (1) The product is: [Cl:1][C:2]1[CH:3]=[N:4][C:5]2[N:6]([N:8]=[C:9]([C:11]([N:22]3[CH2:21][CH2:20][C:19]4[C:24](=[CH:25][C:16]([O:15][CH3:14])=[CH:17][CH:18]=4)[N:23]3[CH3:26])=[O:13])[CH:10]=2)[CH:7]=1. Given the reactants [Cl:1][C:2]1[CH:3]=[N:4][C:5]2[N:6]([N:8]=[C:9]([C:11]([OH:13])=O)[CH:10]=2)[CH:7]=1.[CH3:14][O:15][C:16]1[CH:25]=[C:24]2[C:19]([CH2:20][CH2:21][NH:22][N:23]2[CH3:26])=[CH:18][CH:17]=1, predict the reaction product. (2) Given the reactants [C:1]1([C:19]2[CH:24]=[CH:23][CH:22]=[CH:21][CH:20]=2)[CH:6]=[CH:5][C:4]([O:7][CH2:8][CH2:9][CH2:10][CH2:11][CH2:12][CH2:13][C:14]([O:16]CC)=[O:15])=[CH:3][CH:2]=1.[Li+:25].[OH-], predict the reaction product. The product is: [C:1]1([C:19]2[CH:20]=[CH:21][CH:22]=[CH:23][CH:24]=2)[CH:6]=[CH:5][C:4]([O:7][CH2:8][CH2:9][CH2:10][CH2:11][CH2:12][CH2:13][C:14]([O-:16])=[O:15])=[CH:3][CH:2]=1.[Li+:25]. (3) Given the reactants [CH:1]1[C:13]2[NH:12][C:11]3[C:6](=[CH:7][CH:8]=[CH:9][CH:10]=3)[C:5]=2[CH:4]=[CH:3][CH:2]=1.[H-].[Na+].Cl[CH2:17][CH2:18][O:19][CH2:20][CH2:21][O:22][CH3:23], predict the reaction product. The product is: [CH3:23][O:22][CH2:21][CH2:20][O:19][CH2:18][CH2:17][N:12]1[C:11]2[CH:10]=[CH:9][CH:8]=[CH:7][C:6]=2[C:5]2[C:13]1=[CH:1][CH:2]=[CH:3][CH:4]=2. (4) Given the reactants [C:1]1(C=CC=C(O)C=1)[OH:2].[C:9]1([CH:16]=[CH:15][C:13](O)=[CH:12][CH:11]=1)[OH:10].OC1C=CC(CC2C=CC(O)=CC=2)=CC=1.OC1C=CC(C(C2C=CC(O)=CC=2)(C)C)=CC=1.BrC1C=C(C(C2C=C(Br)C(O)=C(Br)C=2)(C)C)C=C(Br)C=1O.C1C(O)=CC=C(S(C2C=CC(O)=CC=2)(=O)=O)C=1, predict the reaction product. The product is: [CH2:1]=[O:2].[C:9]1([OH:10])[CH:16]=[CH:15][CH:13]=[CH:12][CH:11]=1.